This data is from Reaction yield outcomes from USPTO patents with 853,638 reactions. The task is: Predict the reaction yield, written as a fraction of the theoretical maximum amount of product (1.0 means a 100% yield; for example, 0.34 means a 34% yield). The product is [NH2:3][CH2:2][CH2:1][C:12]1([NH:21][S:22]([C:24]([CH3:27])([CH3:26])[CH3:25])=[O:23])[C:20]2[C:15](=[CH:16][CH:17]=[CH:18][CH:19]=2)[CH2:14][CH2:13]1. The reactants are [CH3:1][C:2]#[N:3].C([N-]C(C)C)(C)C.[Li+].[C:12]1(=[N:21]/[S:22]([C:24]([CH3:27])([CH3:26])[CH3:25])=[O:23])/[CH2:13][CH2:14][C:15]2[C:20]/1=[CH:19][CH:18]=[CH:17][CH:16]=2. The yield is 0.390. The catalyst is C1COCC1.